From a dataset of Catalyst prediction with 721,799 reactions and 888 catalyst types from USPTO. Predict which catalyst facilitates the given reaction. (1) Reactant: [F:1][C:2]1[CH:7]=[C:6]([I:8])[CH:5]=[CH:4][C:3]=1[NH:9][C:10]1[C:11]([NH:19][S:20]([C:23]2([CH2:26][CH:27]=[O:28])[CH2:25][CH2:24]2)(=[O:22])=[O:21])=[CH:12][N:13]([CH3:18])[C:14](=[O:17])[C:15]=1[CH3:16].[OH:29]P([O-])(O)=O.[K+].CC(=CC)C.Cl([O-])=O.[Na+].Cl. Product: [F:1][C:2]1[CH:7]=[C:6]([I:8])[CH:5]=[CH:4][C:3]=1[NH:9][C:10]1[C:11]([NH:19][S:20]([C:23]2([CH2:26][C:27]([OH:29])=[O:28])[CH2:24][CH2:25]2)(=[O:22])=[O:21])=[CH:12][N:13]([CH3:18])[C:14](=[O:17])[C:15]=1[CH3:16]. The catalyst class is: 371. (2) Reactant: [O:1]1[CH2:6][CH2:5][N:4]([C:7]2[CH:13]=[CH:12][C:10]([NH2:11])=[CH:9][CH:8]=2)[CH2:3][CH2:2]1.C(N(CC)CC)C.[Cl-].ClC1N(C)CC[NH+]1C.[CH3:30][O:31][C:32]1[C:33](=[O:56])[C:34]([CH3:55])=[C:35]([CH2:41][C:42]2[C:43]([O:51][C:52](=[O:54])[CH3:53])=[C:44]([CH:48]=[CH:49][CH:50]=2)[C:45](O)=[O:46])[C:36](=[O:40])[C:37]=1[O:38][CH3:39]. Product: [CH3:30][O:31][C:32]1[C:33](=[O:56])[C:34]([CH3:55])=[C:35]([CH2:41][C:42]2[C:43]([O:51][C:52](=[O:54])[CH3:53])=[C:44]([CH:48]=[CH:49][CH:50]=2)[C:45]([NH:11][C:10]2[CH:12]=[CH:13][C:7]([N:4]3[CH2:3][CH2:2][O:1][CH2:6][CH2:5]3)=[CH:8][CH:9]=2)=[O:46])[C:36](=[O:40])[C:37]=1[O:38][CH3:39]. The catalyst class is: 2. (3) Reactant: [BH4-].[Na+].[C:3]([C:6]1[CH:7]=[CH:8][N:9]2[C:14]=1[C:13]([O:15][C:16]1[CH:21]=[CH:20][C:19]([NH:22][C:23]([C:25]3[C:26](=[O:39])[N:27]([C:32]4[CH:37]=[CH:36][C:35]([F:38])=[CH:34][CH:33]=4)[N:28]([CH3:31])[C:29]=3[CH3:30])=[O:24])=[CH:18][C:17]=1[F:40])=[CH:12][CH:11]=[N:10]2)(=[O:5])[CH3:4].[Cl-].[NH4+]. Product: [F:40][C:17]1[CH:18]=[C:19]([NH:22][C:23]([C:25]2[C:26](=[O:39])[N:27]([C:32]3[CH:33]=[CH:34][C:35]([F:38])=[CH:36][CH:37]=3)[N:28]([CH3:31])[C:29]=2[CH3:30])=[O:24])[CH:20]=[CH:21][C:16]=1[O:15][C:13]1[C:14]2[N:9]([CH:8]=[CH:7][C:6]=2[CH:3]([OH:5])[CH3:4])[N:10]=[CH:11][CH:12]=1. The catalyst class is: 83. (4) Reactant: [CH:1]([C@H:3]1[CH2:7][O:6][C:5]([CH3:9])([CH3:8])[N:4]1[C:10]([O:12][C:13]([CH3:16])([CH3:15])[CH3:14])=[O:11])=[O:2].[CH2:17]([Mg]Br)[CH3:18]. Product: [OH:2][CH:1]([C@H:3]1[CH2:7][O:6][C:5]([CH3:9])([CH3:8])[N:4]1[C:10]([O:12][C:13]([CH3:16])([CH3:15])[CH3:14])=[O:11])[CH2:17][CH3:18]. The catalyst class is: 7. (5) Reactant: [NH2:1][C:2]1[CH:7]=[C:6]([O:8][C:9]2[CH:14]=[CH:13][C:12]([NH:15][C:16]([NH:18][C:19](=[O:27])[CH2:20][C:21]3[CH:26]=[CH:25][CH:24]=[CH:23][CH:22]=3)=[S:17])=[C:11]([F:28])[CH:10]=2)[CH:5]=[CH:4][N:3]=1.C([N:31]([CH2:34]C)CC)C.ClC(O[C:40]1[CH:45]=[CH:44][CH:43]=[CH:42]C=1)=O.[O:46]1CCCC1. Product: [F:28][C:11]1[CH:10]=[C:9]([CH:14]=[CH:13][C:12]=1[NH:15][C:16]([NH:18][C:19](=[O:27])[CH2:20][C:21]1[CH:22]=[CH:23][CH:24]=[CH:25][CH:26]=1)=[S:17])[O:8][C:6]1[CH:5]=[CH:4][N:3]=[C:2]([NH:1][C:34]([N:31]2[CH2:42][CH2:43][CH2:44][CH2:45][CH2:40]2)=[O:46])[CH:7]=1. The catalyst class is: 27. (6) Reactant: [Li]CCCC.Br[C:7]1[CH:8]=[N:9][C:10]([C:13]2[CH:18]=[CH:17][C:16]([C:19]([F:22])([F:21])[F:20])=[CH:15][CH:14]=2)=[N:11][CH:12]=1.[CH2:23]([Sn:27](Cl)([CH2:32][CH2:33][CH2:34][CH3:35])[CH2:28][CH2:29][CH2:30][CH3:31])[CH2:24][CH2:25][CH3:26]. Product: [F:20][C:19]([F:22])([F:21])[C:16]1[CH:17]=[CH:18][C:13]([C:10]2[N:9]=[CH:8][C:7]([Sn:27]([CH2:28][CH2:29][CH2:30][CH3:31])([CH2:32][CH2:33][CH2:34][CH3:35])[CH2:23][CH2:24][CH2:25][CH3:26])=[CH:12][N:11]=2)=[CH:14][CH:15]=1. The catalyst class is: 1.